Binary Classification. Given a drug SMILES string, predict its activity (active/inactive) in a high-throughput screening assay against a specified biological target. From a dataset of Orexin1 receptor HTS with 218,158 compounds and 233 confirmed actives. The molecule is Clc1c([N+]([O-])=O)cc(NC(=O)CSc2ncccc2)cc1. The result is 0 (inactive).